From a dataset of Full USPTO retrosynthesis dataset with 1.9M reactions from patents (1976-2016). Predict the reactants needed to synthesize the given product. (1) Given the product [N:1]1[CH:6]=[CH:5][CH:4]=[C:3]([CH:7]=[N+:8]([CH3:10])[O-:9])[CH:2]=1.[CH2:30]([O:29][CH2:28][C:15]1[N:14]([CH2:11][CH:12]2[O:9][N:8]([CH3:10])[CH:7]([C:3]3[CH:2]=[N:1][CH:6]=[CH:5][CH:4]=3)[CH2:13]2)[C:26]2[C:25]3[CH:24]=[CH:23][CH:22]=[CH:21][C:20]=3[N:19]=[C:18]([NH2:27])[C:17]=2[N:16]=1)[CH3:31], predict the reactants needed to synthesize it. The reactants are: [N:1]1[CH:6]=[CH:5][CH:4]=[C:3]([CH:7]=[N+:8]([CH3:10])[O-:9])[CH:2]=1.[CH2:11]([N:14]1[C:26]2[C:25]3[CH:24]=[CH:23][CH:22]=[CH:21][C:20]=3[N:19]=[C:18]([NH2:27])[C:17]=2[N:16]=[C:15]1[CH2:28][O:29][CH2:30][CH3:31])[CH:12]=[CH2:13]. (2) Given the product [ClH:1].[Cl:1][CH2:9][C:7]1[N:8]=[C:4]([NH2:3])[S:5][CH:6]=1, predict the reactants needed to synthesize it. The reactants are: [ClH:1].Cl.[NH2:3][C:4]1[S:5][CH:6]=[C:7]([CH2:9]NCCO)[N:8]=1.C(N)CO.